From a dataset of Reaction yield outcomes from USPTO patents with 853,638 reactions. Predict the reaction yield, written as a fraction of the theoretical maximum amount of product (1.0 means a 100% yield; for example, 0.34 means a 34% yield). (1) The reactants are [C:1]1(=[O:22])[N:5]([CH2:6][CH2:7][CH2:8][CH2:9][CH2:10][C:11]([NH:13][C@H:14]([C:18]([OH:20])=O)[CH:15]([CH3:17])[CH3:16])=[O:12])[C:4](=[O:21])[CH:3]=[CH:2]1.[NH2:23][C@H:24]([C:26]([OH:28])=O)[CH3:25].C(OC(N1C2C(=CC=CC=2)C=CC1OCC)=O)C.[NH2:47][C:48]1[CH:53]=[CH:52][C:51]([C:54]2[CH2:55][C@H:56]3[CH:62]=[N:61][C:60]4[CH:63]=[C:64]([O:69][CH2:70][CH2:71][CH2:72][O:73][C:74]5[C:75]([O:96][CH3:97])=[CH:76][C:77]6[C:83](=[O:84])[N:82]7[CH:85]=[C:86]([C:88]8[CH:93]=[CH:92][C:91]([OH:94])=[CH:90][CH:89]=8)[CH2:87][C@H:81]7[CH:80]=[N:79][C:78]=6[CH:95]=5)[C:65]([O:67][CH3:68])=[CH:66][C:59]=4[C:58](=[O:98])[N:57]3[CH:99]=2)=[CH:50][CH:49]=1. The catalyst is CO.ClCCl. The product is [O:22]=[C:1]1[CH:2]=[CH:3][C:4](=[O:21])[N:5]1[CH2:6][CH2:7][CH2:8][CH2:9][CH2:10][C:11]([NH:13][C@@H:14]([CH:15]([CH3:16])[CH3:17])[C:18]([NH:23][C@@H:24]([CH3:25])[C:26]([NH:47][C:48]1[CH:53]=[CH:52][C:51]([C:54]2[CH2:55][C@H:56]3[CH:62]=[N:61][C:60]4[CH:63]=[C:64]([O:69][CH2:70][CH2:71][CH2:72][O:73][C:74]5[C:75]([O:96][CH3:97])=[CH:76][C:77]6[C:83](=[O:84])[N:82]7[CH:85]=[C:86]([C:88]8[CH:89]=[CH:90][C:91]([OH:94])=[CH:92][CH:93]=8)[CH2:87][C@H:81]7[CH:80]=[N:79][C:78]=6[CH:95]=5)[C:65]([O:67][CH3:68])=[CH:66][C:59]=4[C:58](=[O:98])[N:57]3[CH:99]=2)=[CH:50][CH:49]=1)=[O:28])=[O:20])=[O:12]. The yield is 0.380. (2) The reactants are [Si:1]([O:8][CH2:9][C:10]#[C:11][C:12]1[CH:13]=[N:14][C:15]([C:18]2[O:26][C:21]3=[CH:22][N:23]=[CH:24][CH:25]=[C:20]3[C:19]=2[OH:27])=[N:16][CH:17]=1)([C:4]([CH3:7])([CH3:6])[CH3:5])([CH3:3])[CH3:2]. The catalyst is CO.[Pd]. The product is [Si:1]([O:8][CH2:9][CH2:10][CH2:11][C:12]1[CH:13]=[N:14][C:15]([C:18]2[O:26][C:21]3=[CH:22][N:23]=[CH:24][CH:25]=[C:20]3[C:19]=2[OH:27])=[N:16][CH:17]=1)([C:4]([CH3:5])([CH3:6])[CH3:7])([CH3:2])[CH3:3]. The yield is 0.630.